Dataset: Catalyst prediction with 721,799 reactions and 888 catalyst types from USPTO. Task: Predict which catalyst facilitates the given reaction. (1) Reactant: [CH:1]1([CH2:4]O)[CH2:3][CH2:2]1.[NH:6]([C:15]([O:17][C:18]([CH3:21])([CH3:20])[CH3:19])=[O:16])[NH:7][C:8]([O:10][C:11]([CH3:14])([CH3:13])[CH3:12])=[O:9].C1(P(C2C=CC=CC=2)C2C=CC=CC=2)C=CC=CC=1.N(C(OC(C)(C)C)=O)=NC(OC(C)(C)C)=O. Product: [CH:1]1([CH2:4][N:6]([C:15]([O:17][C:18]([CH3:21])([CH3:20])[CH3:19])=[O:16])[NH:7][C:8]([O:10][C:11]([CH3:12])([CH3:13])[CH3:14])=[O:9])[CH2:3][CH2:2]1. The catalyst class is: 1. (2) Reactant: [CH2:1]([O:3][C:4]([C:6]1[C:7]2[CH2:18][CH:17]([CH2:19][C:20]3[CH:25]=[CH:24][CH:23]=[CH:22][CH:21]=3)[CH:16](Br)[C:15](=[O:27])[C:8]=2[S:9][C:10]=1[NH:11][C:12](=[O:14])[CH3:13])=[O:5])[CH3:2].[Li+].[Br-].[NH4+].[Cl-]. Product: [CH2:1]([O:3][C:4]([C:6]1[C:7]2[CH:18]=[C:17]([CH2:19][C:20]3[CH:21]=[CH:22][CH:23]=[CH:24][CH:25]=3)[CH:16]=[C:15]([OH:27])[C:8]=2[S:9][C:10]=1[NH:11][C:12](=[O:14])[CH3:13])=[O:5])[CH3:2]. The catalyst class is: 3. (3) Reactant: [NH2:1][C:2]1[CH:14]=[CH:13][C:5]2[C:6]([C:9]([O:11][CH3:12])=[O:10])=[N:7][O:8][C:4]=2[CH:3]=1.CCN(C(C)C)C(C)C.[C:24](Cl)(=[O:26])[CH3:25]. Product: [C:24]([NH:1][C:2]1[CH:14]=[CH:13][C:5]2[C:6]([C:9]([O:11][CH3:12])=[O:10])=[N:7][O:8][C:4]=2[CH:3]=1)(=[O:26])[CH3:25]. The catalyst class is: 2. (4) Reactant: Br[C:2]1[C:3]([Cl:9])=[N:4][CH:5]=[C:6]([Br:8])[N:7]=1.[O:10]1[CH2:15][CH2:14][CH:13]([CH2:16][NH2:17])[CH2:12][CH2:11]1. Product: [Br:8][C:6]1[N:7]=[C:2]([NH:17][CH2:16][CH:13]2[CH2:14][CH2:15][O:10][CH2:11][CH2:12]2)[C:3]([Cl:9])=[N:4][CH:5]=1. The catalyst class is: 23.